From a dataset of Peptide-MHC class I binding affinity with 185,985 pairs from IEDB/IMGT. Regression. Given a peptide amino acid sequence and an MHC pseudo amino acid sequence, predict their binding affinity value. This is MHC class I binding data. (1) The peptide sequence is PLHIVCSKTV. The MHC is HLA-A02:03 with pseudo-sequence HLA-A02:03. The binding affinity (normalized) is 0.208. (2) The peptide sequence is RIKQIINMW. The MHC is HLA-B45:01 with pseudo-sequence HLA-B45:01. The binding affinity (normalized) is 0.0414.